Dataset: Forward reaction prediction with 1.9M reactions from USPTO patents (1976-2016). Task: Predict the product of the given reaction. Given the reactants CN(C)C1C=CC=CC=1.[CH2:10]([O:12][C:13]1[C:18](=[O:19])[N:17]([CH3:20])[C:16](O)=[N:15][C:14]=1[C:22]([O:24][CH2:25][CH3:26])=[O:23])[CH3:11].P(Cl)(Cl)([Cl:29])=O, predict the reaction product. The product is: [Cl:29][C:16]1[N:17]([CH3:20])[C:18](=[O:19])[C:13]([O:12][CH2:10][CH3:11])=[C:14]([C:22]([O:24][CH2:25][CH3:26])=[O:23])[N:15]=1.